From a dataset of Peptide-MHC class I binding affinity with 185,985 pairs from IEDB/IMGT. Regression. Given a peptide amino acid sequence and an MHC pseudo amino acid sequence, predict their binding affinity value. This is MHC class I binding data. (1) The peptide sequence is VIPMFSAL. The MHC is HLA-A29:02 with pseudo-sequence HLA-A29:02. The binding affinity (normalized) is 0. (2) The peptide sequence is FAEESYTYY. The MHC is HLA-A68:01 with pseudo-sequence HLA-A68:01. The binding affinity (normalized) is 0.306. (3) The peptide sequence is IVFVCVEYY. The MHC is HLA-A31:01 with pseudo-sequence HLA-A31:01. The binding affinity (normalized) is 0.563. (4) The peptide sequence is YELDLWGKI. The MHC is HLA-B83:01 with pseudo-sequence HLA-B83:01. The binding affinity (normalized) is 0.213.